This data is from hERG potassium channel inhibition data for cardiac toxicity prediction from Karim et al.. The task is: Regression/Classification. Given a drug SMILES string, predict its toxicity properties. Task type varies by dataset: regression for continuous values (e.g., LD50, hERG inhibition percentage) or binary classification for toxic/non-toxic outcomes (e.g., AMES mutagenicity, cardiotoxicity, hepatotoxicity). Dataset: herg_karim. (1) The result is 0 (non-blocker). The molecule is Cl.O=C(O)C[C@@H](c1ccc(Cl)c(F)c1)N(Cc1ccc(OCCN2C(=O)CCC2=O)c(Cl)c1)CC1CC1. (2) The molecule is COc1ccc2ncc(=O)n(CCN3CCC(NCc4ccc5c(n4)NC(=O)CO5)CC3)c2c1. The result is 0 (non-blocker).